This data is from Reaction yield outcomes from USPTO patents with 853,638 reactions. The task is: Predict the reaction yield, written as a fraction of the theoretical maximum amount of product (1.0 means a 100% yield; for example, 0.34 means a 34% yield). (1) The reactants are [Si:1](Cl)([C:14]([CH3:17])([CH3:16])[CH3:15])([C:8]1[CH:13]=[CH:12][CH:11]=[CH:10][CH:9]=1)[C:2]1[CH:7]=[CH:6][CH:5]=[CH:4][CH:3]=1.N1C=CN=C1.[Br:24][CH2:25][CH2:26][OH:27]. The catalyst is CCOCC.O. The product is [Si:1]([O:27][CH2:26][CH2:25][Br:24])([C:14]([CH3:17])([CH3:16])[CH3:15])([C:8]1[CH:13]=[CH:12][CH:11]=[CH:10][CH:9]=1)[C:2]1[CH:7]=[CH:6][CH:5]=[CH:4][CH:3]=1. The yield is 0.970. (2) The reactants are [Cl:1][C:2]1[N:3]=[C:4]2[C:9](=[CH:10][CH:11]=1)[N:8]=[CH:7][C:6]([C:12](=[O:14])[CH3:13])=[C:5]2[NH:15][C:16]1[CH:17]=[N:18][C:19]([N:22]2[CH2:26][CH2:25][CH:24]([N:27]([CH3:29])[CH3:28])[CH2:23]2)=[CH:20][CH:21]=1.[Cl:30][C:31]1[CH:36]=[C:35](B2OC(C)(C)C(C)(C)O2)[CH:34]=[C:33]([Cl:46])[C:32]=1[OH:47]. No catalyst specified. The product is [ClH:1].[ClH:30].[ClH:1].[Cl:30][C:31]1[CH:36]=[C:35]([C:2]2[N:3]=[C:4]3[C:9](=[CH:10][CH:11]=2)[N:8]=[CH:7][C:6]([C:12](=[O:14])[CH3:13])=[C:5]3[NH:15][C:16]2[CH:17]=[N:18][C:19]([N:22]3[CH2:26][CH2:25][CH:24]([N:27]([CH3:28])[CH3:29])[CH2:23]3)=[CH:20][CH:21]=2)[CH:34]=[C:33]([Cl:46])[C:32]=1[OH:47]. The yield is 0.860.